Task: Predict the reactants needed to synthesize the given product.. Dataset: Full USPTO retrosynthesis dataset with 1.9M reactions from patents (1976-2016) Given the product [CH3:26][O:27][C:28]1[CH:29]=[C:30]([NH:31][C:2]2[C:11]3=[N:12][NH:13][CH:14]=[C:10]3[C:9]3[CH:8]=[C:7]([O:24][CH3:25])[CH:6]=[CH:5][C:4]=3[N:3]=2)[CH:32]=[CH:33][C:34]=1[O:35][CH3:36], predict the reactants needed to synthesize it. The reactants are: Cl[C:2]1[C:11]2=[N:12][N:13](CC3C=CC(OC)=CC=3)[CH:14]=[C:10]2[C:9]2[CH:8]=[C:7]([O:24][CH3:25])[CH:6]=[CH:5][C:4]=2[N:3]=1.[CH3:26][O:27][C:28]1[CH:29]=[C:30]([CH:32]=[CH:33][C:34]=1[O:35][CH3:36])[NH2:31].Cl.